Task: Predict the product of the given reaction.. Dataset: Forward reaction prediction with 1.9M reactions from USPTO patents (1976-2016) (1) Given the reactants Cl[C:2]1[N:7]=[C:6]([NH:8][C@H:9]([C:13]2[CH:14]=[N:15][CH:16]=[CH:17][CH:18]=2)[CH2:10][CH2:11][CH3:12])[CH:5]=[N:4][CH:3]=1.[C:19](=[O:22])([O-])[O-].[Na+].[Na+].[C:25]([O:28][CH2:29][CH3:30])(=O)C, predict the reaction product. The product is: [CH3:25][O:28][C:29]1[CH:30]=[C:12]([C:2]2[CH:3]=[N:4][CH:5]=[C:6]([NH:8][C@H:9]([C:13]3[CH:14]=[N:15][CH:16]=[CH:17][CH:18]=3)[CH2:10][CH2:11][CH3:12])[N:7]=2)[CH:11]=[CH:10][C:9]=1[NH:8][C:19]([NH:4][CH2:3][CH3:2])=[O:22]. (2) Given the reactants Cl[C:2]1[CH:23]=[CH:22][C:5]([C:6]([NH:8][C:9]2[CH:14]=[CH:13][C:12]([Cl:15])=[C:11]([C:16]3[CH:21]=[CH:20][CH:19]=[CH:18][N:17]=3)[CH:10]=2)=[O:7])=[CH:4][N:3]=1.[OH:24][CH2:25][CH2:26][N:27]1[CH2:32][CH2:31][NH:30][CH2:29][CH2:28]1, predict the reaction product. The product is: [Cl:15][C:12]1[CH:13]=[CH:14][C:9]([NH:8][C:6](=[O:7])[C:5]2[CH:22]=[CH:23][C:2]([N:30]3[CH2:31][CH2:32][N:27]([CH2:26][CH2:25][OH:24])[CH2:28][CH2:29]3)=[N:3][CH:4]=2)=[CH:10][C:11]=1[C:16]1[CH:21]=[CH:20][CH:19]=[CH:18][N:17]=1. (3) Given the reactants [CH2:1]([NH2:13])[CH2:2][CH2:3][CH2:4][CH2:5][CH2:6][CH2:7][CH2:8][CH2:9][CH2:10][CH2:11][CH3:12].IC1C=CC([CH2:19][N:20]([C:52](=[O:56])[C:53]([OH:55])=[O:54])[CH2:21][C:22]2[CH:27]=[CH:26][C:25]([C:28]3[CH:33]=[CH:32][C:31]([C:34](NCCC4C=CC(OC5C=CC=CC=5)=CC=4)=[O:35])=[CH:30][CH:29]=3)=[CH:24][CH:23]=2)=CC=1.[O:59]([C:66]1[CH:67]=[C:68]([CH:71]=[CH:72][CH:73]=1)C=O)[C:60]1[CH:65]=[CH:64][CH:63]=[CH:62][CH:61]=1, predict the reaction product. The product is: [CH2:1]([NH:13][C:34]([C:31]1[CH:32]=[CH:33][C:28]([C:25]2[CH:26]=[CH:27][C:22]([CH2:21][N:20]([C:52](=[O:56])[C:53]([OH:55])=[O:54])[CH2:19][C:68]3[CH:71]=[CH:72][CH:73]=[C:66]([O:59][C:60]4[CH:65]=[CH:64][CH:63]=[CH:62][CH:61]=4)[CH:67]=3)=[CH:23][CH:24]=2)=[CH:29][CH:30]=1)=[O:35])[CH2:2][CH2:3][CH2:4][CH2:5][CH2:6][CH2:7][CH2:8][CH2:9][CH2:10][CH2:11][CH3:12]. (4) Given the reactants [NH2:1][C:2]1[CH:3]=[C:4]([C:8]2[CH:15]=[CH:14][C:11]([C:12]#[N:13])=[C:10]([Cl:16])[CH:9]=2)[CH:5]=[N:6][CH:7]=1.[C:17]([C:19]1[CH:24]=[CH:23][C:22]([S:25](Cl)(=[O:27])=[O:26])=[CH:21][CH:20]=1)#[N:18], predict the reaction product. The product is: [Cl:16][C:10]1[CH:9]=[C:8]([C:4]2[CH:3]=[C:2]([NH:1][S:25]([C:22]3[CH:21]=[CH:20][C:19]([C:17]#[N:18])=[CH:24][CH:23]=3)(=[O:27])=[O:26])[CH:7]=[N:6][CH:5]=2)[CH:15]=[CH:14][C:11]=1[C:12]#[N:13]. (5) The product is: [CH3:41][NH:40][C:39]([C:35]1[CH:34]=[C:33]([O:32][C:29]2[CH:30]=[CH:31][C:25]3[O:24][C:23]([NH:22][C:20]4[CH:19]=[CH:18][C:17]([Cl:43])=[C:16]([O:15][CH2:14][CH:11]5[CH2:12][CH2:13][NH:8][CH2:9][CH2:10]5)[CH:21]=4)=[N:27][C:26]=3[CH:28]=2)[CH:38]=[CH:37][N:36]=1)=[O:42]. Given the reactants C(OC([N:8]1[CH2:13][CH2:12][CH:11]([CH2:14][O:15][C:16]2[CH:21]=[C:20]([NH:22][C:23]3[O:24][C:25]4[CH:31]=[CH:30][C:29]([O:32][C:33]5[CH:38]=[CH:37][N:36]=[C:35]([C:39](=[O:42])[NH:40][CH3:41])[CH:34]=5)=[CH:28][C:26]=4[N:27]=3)[CH:19]=[CH:18][C:17]=2[Cl:43])[CH2:10][CH2:9]1)=O)(C)(C)C, predict the reaction product. (6) Given the reactants C(O[C:4]([C:6]1[C:7]2[S:15][CH:14]=[C:13]([CH2:16][O:17][C:18]3[CH:23]=[CH:22][CH:21]=[CH:20][CH:19]=3)[C:8]=2[C:9]([NH2:12])=[N:10][CH:11]=1)=[O:5])C.[CH2:24]([CH2:26][NH2:27])[OH:25], predict the reaction product. The product is: [OH:25][CH2:24][CH2:26][NH:27][C:4]([C:6]1[C:7]2[S:15][CH:14]=[C:13]([CH2:16][O:17][C:18]3[CH:19]=[CH:20][CH:21]=[CH:22][CH:23]=3)[C:8]=2[C:9]([NH2:12])=[N:10][CH:11]=1)=[O:5]. (7) The product is: [Cl:23][C:24]1[N:28]([CH3:29])[N:27]=[C:26]([CH3:30])[C:25]=1[CH2:31][NH:1][C:2]1[CH:3]=[C:4]2[C:9](=[CH:10][CH:11]=1)[N:8]=[CH:7][C:6]([C:12]#[N:13])=[C:5]2[NH:14][C:15]1[CH:20]=[CH:19][C:18]([F:21])=[C:17]([Cl:22])[CH:16]=1. Given the reactants [NH2:1][C:2]1[CH:3]=[C:4]2[C:9](=[CH:10][CH:11]=1)[N:8]=[CH:7][C:6]([C:12]#[N:13])=[C:5]2[NH:14][C:15]1[CH:20]=[CH:19][C:18]([F:21])=[C:17]([Cl:22])[CH:16]=1.[Cl:23][C:24]1[N:28]([CH3:29])[N:27]=[C:26]([CH3:30])[C:25]=1[CH:31]=O.[BH3-]C#N.[Na+], predict the reaction product. (8) The product is: [Cl:25][C:23]1[CH:24]=[C:19]([C:4]2[N:3]=[C:2]([C:27]#[N:28])[N:10]=[C:9]3[C:5]=2[N:6]([CH2:11][C@H:12]2[CH2:13][CH2:14][C@H:15]([CH3:18])[CH2:16][CH2:17]2)[CH:7]=[N:8]3)[CH:20]=[N:21][CH:22]=1. Given the reactants Cl[C:2]1[N:10]=[C:9]2[C:5]([N:6]([CH2:11][C@H:12]3[CH2:17][CH2:16][C@H:15]([CH3:18])[CH2:14][CH2:13]3)[CH:7]=[N:8]2)=[C:4]([C:19]2[CH:20]=[N:21][CH:22]=[C:23]([Cl:25])[CH:24]=2)[N:3]=1.C1N2CC[N:28](CC2)[CH2:27]1.[C-]#N.[K+], predict the reaction product. (9) Given the reactants [Br:1][C:2]1[S:6][C:5]([S:7]([N:10]2[C:14]([C:15]3[C:16]([F:21])=[N:17][CH:18]=[CH:19][CH:20]=3)=[C:13]([F:22])[C:12]([CH2:23][N:24](C)[C:25](=O)OC(C)(C)C)=[CH:11]2)(=[O:9])=[O:8])=[CH:4][CH:3]=1.C(OCC)(=O)C.[ClH:39], predict the reaction product. The product is: [ClH:39].[Br:1][C:2]1[S:6][C:5]([S:7]([N:10]2[C:14]([C:15]3[C:16]([F:21])=[N:17][CH:18]=[CH:19][CH:20]=3)=[C:13]([F:22])[C:12]([CH2:23][NH:24][CH3:25])=[CH:11]2)(=[O:9])=[O:8])=[CH:4][CH:3]=1. (10) Given the reactants Br[C:2]1[CH:3]=[C:4]2[C@@:15]3([N:20]=[C:19]([NH2:21])[CH2:18][O:17][CH2:16]3)[C:14]3[C:9](=[CH:10][CH:11]=[C:12]([C:22]#[C:23][C:24]([CH3:27])([CH3:26])[CH3:25])[CH:13]=3)[O:8][C:5]2=[N:6][CH:7]=1.[F:28][C:29]1[CH:34]=[C:33](B(O)O)[CH:32]=[CH:31][N:30]=1.P([O-])([O-])([O-])=O.[K+].[K+].[K+].O, predict the reaction product. The product is: [CH3:25][C:24]([CH3:27])([CH3:26])[C:23]#[C:22][C:12]1[CH:13]=[C:14]2[C@:15]3([N:20]=[C:19]([NH2:21])[CH2:18][O:17][CH2:16]3)[C:4]3[C:5](=[N:6][CH:7]=[C:2]([C:33]4[CH:32]=[CH:31][N:30]=[C:29]([F:28])[CH:34]=4)[CH:3]=3)[O:8][C:9]2=[CH:10][CH:11]=1.